This data is from Catalyst prediction with 721,799 reactions and 888 catalyst types from USPTO. The task is: Predict which catalyst facilitates the given reaction. (1) Reactant: [I-].[CH3:2][P+](C1C=CC=CC=1)(C1C=CC=CC=1)C1C=CC=CC=1.[Li]CCCC.[CH2:27]([N:34]1[CH2:38][CH:37]([C:39]2[CH:44]=[CH:43][C:42]([Cl:45])=[C:41]([Cl:46])[CH:40]=2)[CH:36]([CH:47]=O)[CH2:35]1)[C:28]1[CH:33]=[CH:32][CH:31]=[CH:30][CH:29]=1. Product: [CH2:27]([N:34]1[CH2:35][CH:36]([CH:47]=[CH2:2])[CH:37]([C:39]2[CH:44]=[CH:43][C:42]([Cl:45])=[C:41]([Cl:46])[CH:40]=2)[CH2:38]1)[C:28]1[CH:33]=[CH:32][CH:31]=[CH:30][CH:29]=1. The catalyst class is: 1. (2) Reactant: [OH:1][C:2]1[CH:3]=[C:4]([C:12](=[O:25])[CH2:13][N:14]2C(=O)C3C(=CC=CC=3)C2=O)[CH:5]=[C:6]([N+:9]([O-:11])=[O:10])[C:7]=1[OH:8].O.NN.[ClH:29]. Product: [ClH:29].[NH2:14][CH2:13][C:12]([C:4]1[CH:5]=[C:6]([N+:9]([O-:11])=[O:10])[C:7]([OH:8])=[C:2]([OH:1])[CH:3]=1)=[O:25]. The catalyst class is: 5.